From a dataset of Full USPTO retrosynthesis dataset with 1.9M reactions from patents (1976-2016). Predict the reactants needed to synthesize the given product. (1) Given the product [CH3:34][O:35][C:28](=[O:32])[C:29]([C:25]1[C:24]2[C:19](=[CH:20][CH:21]=[CH:22][CH:23]=2)[NH:18][C:17]=1[C:15]1[CH:14]=[CH:13][C:12]([CH2:26][CH3:27])=[C:11]([S:8](=[O:9])(=[O:10])[NH:7][CH:1]2[CH2:6][CH2:5][CH2:4][CH2:3][CH2:2]2)[CH:16]=1)=[O:30], predict the reactants needed to synthesize it. The reactants are: [CH:1]1([NH:7][S:8]([C:11]2[CH:16]=[C:15]([C:17]3[NH:18][C:19]4[C:24]([CH:25]=3)=[CH:23][CH:22]=[CH:21][CH:20]=4)[CH:14]=[CH:13][C:12]=2[CH2:26][CH3:27])(=[O:10])=[O:9])[CH2:6][CH2:5][CH2:4][CH2:3][CH2:2]1.[C:28](Cl)(=[O:32])[C:29](Cl)=[O:30].[CH3:34][OH:35]. (2) Given the product [CH2:35]([N:28]1[C:29]2[C:30](=[N:31][CH:32]=[CH:33][CH:34]=2)[N:26]([C:23]2[CH:22]=[CH:21][C:20]([N:19]3[C:2]4=[N:3][C:4]5[CH:18]=[CH:17][CH:16]=[CH:15][C:5]=5[N:6]4[CH:7]=[CH:8]3)=[CH:25][CH:24]=2)[C:27]1=[O:37])[CH3:36], predict the reactants needed to synthesize it. The reactants are: Cl[C:2]1[N:6]([CH2:7][CH:8](OCC)OCC)[C:5]2[CH:15]=[CH:16][CH:17]=[CH:18][C:4]=2[N:3]=1.[NH2:19][C:20]1[CH:25]=[CH:24][C:23]([N:26]2[C:30]3=[N:31][CH:32]=[CH:33][CH:34]=[C:29]3[N:28]([CH2:35][CH3:36])[C:27]2=[O:37])=[CH:22][CH:21]=1.